From a dataset of Forward reaction prediction with 1.9M reactions from USPTO patents (1976-2016). Predict the product of the given reaction. Given the reactants Cl[CH2:2][CH2:3][CH2:4][N:5]1[C:10]2[CH:11]=[CH:12][CH:13]=[C:14]([CH:15]([CH3:17])[CH3:16])[C:9]=2[O:8][CH2:7][C:6]1=[O:18].C([O-])([O-])=O.[K+].[K+].[Na+].[I-].[CH2:27]([CH:31]1[CH2:36][CH2:35][NH:34][CH2:33][CH2:32]1)[CH2:28][CH2:29][CH3:30], predict the reaction product. The product is: [CH2:27]([CH:31]1[CH2:36][CH2:35][N:34]([CH2:2][CH2:3][CH2:4][N:5]2[C:10]3[CH:11]=[CH:12][CH:13]=[C:14]([CH:15]([CH3:17])[CH3:16])[C:9]=3[O:8][CH2:7][C:6]2=[O:18])[CH2:33][CH2:32]1)[CH2:28][CH2:29][CH3:30].